Dataset: Reaction yield outcomes from USPTO patents with 853,638 reactions. Task: Predict the reaction yield, written as a fraction of the theoretical maximum amount of product (1.0 means a 100% yield; for example, 0.34 means a 34% yield). (1) The reactants are [CH3:1][S:2](Cl)(=[O:4])=[O:3].[NH:6]1[CH2:16][CH2:15][CH2:14][CH2:13][CH:7]1[C:8]([O:10][CH2:11][CH3:12])=[O:9].C(N(CC)CC)C. The catalyst is C(Cl)Cl.C(OCC)(=O)C. The product is [CH3:1][S:2]([N:6]1[CH2:16][CH2:15][CH2:14][CH2:13][CH:7]1[C:8]([O:10][CH2:11][CH3:12])=[O:9])(=[O:4])=[O:3]. The yield is 0.840. (2) The catalyst is CCS. The yield is 0.110. The product is [O:15]1[C:11]2[CH:10]=[CH:9][C:8]([C:5]3([C:3]([OH:4])=[O:2])[CH2:7][CH2:6]3)=[CH:16][C:12]=2[N:13]=[CH:14]1. The reactants are C[O:2][C:3]([C:5]1([C:8]2[CH:9]=[CH:10][C:11]3[O:15][CH:14]=[N:13][C:12]=3[CH:16]=2)[CH2:7][CH2:6]1)=[O:4].[Al+3].[Cl-].[Cl-].[Cl-].O. (3) The reactants are [C:1]([C:3]1[C:4]([C:14]2[CH:19]=[CH:18][C:17]([Cl:20])=[CH:16][C:15]=2[Cl:21])=[C:5]([C:9]([O:11]CC)=[O:10])[S:6][C:7]=1[I:8])#[N:2].[OH-].[Na+]. The catalyst is O1CCCC1.O. The product is [C:1]([C:3]1[C:4]([C:14]2[CH:19]=[CH:18][C:17]([Cl:20])=[CH:16][C:15]=2[Cl:21])=[C:5]([C:9]([OH:11])=[O:10])[S:6][C:7]=1[I:8])#[N:2]. The yield is 1.00. (4) The reactants are [CH:1]([NH:4]C(C)C)(C)C.C([Li])CCC.[F:13][C:14]1[CH:19]=[C:18](I)[CH:17]=[CH:16][C:15]=1[CH2:21][C:22]([O:24][CH3:25])=[O:23].[CH3:56][O:55][C:52]1[CH:51]=[CH:50][C:49]([N:48]2[C:44]([C:42](O[C:42]([C:44]3[N:48]([C:49]4[CH:54]=[CH:53][C:52]([O:55][CH3:56])=[CH:51][CH:50]=4)[N:47]=[C:46]([C:57]([F:60])([F:59])[F:58])[CH:45]=3)=[O:43])=[O:43])=[CH:45][C:46]([C:57]([F:60])([F:59])[F:58])=[N:47]2)=[CH:54][CH:53]=1.Cl.[O:66]1[CH2:70][CH2:69][CH2:68][CH2:67]1. The catalyst is CN(C)P(N(C)C)(N(C)C)=O. The product is [F:13][C:14]1[CH:19]=[C:18]([N:4]2[CH:1]=[CH:70][CH:69]=[CH:68][C:67]2=[O:66])[CH:17]=[CH:16][C:15]=1[CH:21]([C:42]([C:44]1[N:48]([C:49]2[CH:50]=[CH:51][C:52]([O:55][CH3:56])=[CH:53][CH:54]=2)[N:47]=[C:46]([C:57]([F:58])([F:60])[F:59])[CH:45]=1)=[O:43])[C:22]([O:24][CH3:25])=[O:23]. The yield is 0.490. (5) The reactants are [F:1][C:2]1[CH:7]=[CH:6][C:5]([C:8](=[C:24]2[CH2:29][C:28]([CH3:31])([CH3:30])[CH2:27][C:26]([CH3:33])([CH3:32])[CH2:25]2)[C:9]2[CH:14]=[CH:13][C:12]([O:15][CH2:16][CH2:17][CH2:18][C:19]([O:21]CC)=[O:20])=[CH:11][CH:10]=2)=[CH:4][CH:3]=1.[OH-].[Na+].Cl. The catalyst is C1COCC1.CCO. The product is [F:1][C:2]1[CH:7]=[CH:6][C:5]([C:8](=[C:24]2[CH2:29][C:28]([CH3:31])([CH3:30])[CH2:27][C:26]([CH3:33])([CH3:32])[CH2:25]2)[C:9]2[CH:14]=[CH:13][C:12]([O:15][CH2:16][CH2:17][CH2:18][C:19]([OH:21])=[O:20])=[CH:11][CH:10]=2)=[CH:4][CH:3]=1. The yield is 0.840. (6) The reactants are [Cl:1][C:2]1[C:3]([C:8]2(C(OC(C)(C)C)=O)[CH2:11][C:10]([F:13])([F:12])[CH2:9]2)=[N:4][CH:5]=[CH:6][CH:7]=1.C(O)(C(F)(F)F)=O. The catalyst is C(Cl)Cl. The product is [Cl:1][C:2]1[C:3]([CH:8]2[CH2:9][C:10]([F:13])([F:12])[CH2:11]2)=[N:4][CH:5]=[CH:6][CH:7]=1. The yield is 0.810.